Dataset: CYP3A4 inhibition data for predicting drug metabolism from PubChem BioAssay. Task: Regression/Classification. Given a drug SMILES string, predict its absorption, distribution, metabolism, or excretion properties. Task type varies by dataset: regression for continuous measurements (e.g., permeability, clearance, half-life) or binary classification for categorical outcomes (e.g., BBB penetration, CYP inhibition). Dataset: cyp3a4_veith. The compound is FC(F)(F)c1cc(-c2ccco2)nc(NCCc2ccccc2)n1. The result is 0 (non-inhibitor).